Dataset: Full USPTO retrosynthesis dataset with 1.9M reactions from patents (1976-2016). Task: Predict the reactants needed to synthesize the given product. (1) Given the product [CH2:1]([O:8][CH2:9][C@H:10]([CH:23]([CH3:25])[CH3:24])[CH2:11][C@H:12]1[CH2:13][O:14][C:27]([CH3:32])([CH3:28])[N:15]1[C:16]([O:17][C:18]([CH3:19])([CH3:20])[CH3:21])=[O:22])[C:2]1[CH:3]=[CH:4][CH:5]=[CH:6][CH:7]=1, predict the reactants needed to synthesize it. The reactants are: [CH2:1]([O:8][CH2:9][C@H:10]([CH:23]([CH3:25])[CH3:24])[CH2:11][C@H:12]([NH:15][C:16](=[O:22])[O:17][C:18]([CH3:21])([CH3:20])[CH3:19])[CH2:13][OH:14])[C:2]1[CH:7]=[CH:6][CH:5]=[CH:4][CH:3]=1.O.[C:27]1(C)[CH:32]=CC(S(O)(=O)=O)=C[CH:28]=1.COC(C)=C.C(=O)([O-])O.[Na+]. (2) Given the product [CH:50]1([CH2:49][C:26]2([C:24]#[N:25])[CH2:31][CH2:30][C:29]([S:11][Si:12]([CH:13]([CH3:14])[CH3:15])([CH:16]([CH3:17])[CH3:18])[CH:19]([CH3:20])[CH3:21])=[CH:28][CH2:27]2)[CH2:52][CH2:51]1, predict the reactants needed to synthesize it. The reactants are: C([Si]([S:11][Si:12]([CH:19]([CH3:21])[CH3:20])([CH:16]([CH3:18])[CH3:17])[CH:13]([CH3:15])[CH3:14])(C(C)C)C(C)C)(C)C.[H-].[Na+].[C:24]([C:26]1([CH2:49][CH:50]2[CH2:52][CH2:51]2)[CH2:31][CH2:30][C:29](OS(C(F)(F)C(F)(F)C(F)(F)C(F)(F)F)(=O)=O)=[CH:28][CH2:27]1)#[N:25]. (3) Given the product [C:22]([Si:26]([CH3:52])([CH3:51])[O:27][C:28]1[CH:29]=[CH:30][C:31]([C:34]2[C:38]([C:39]3[CH:44]=[CH:43][CH:42]=[CH:41][CH:40]=3)=[C:37]([C:45]3([C@H:48]([OH:50])[CH3:49])[CH2:47][CH2:46]3)[O:36][N:35]=2)=[CH:32][CH:33]=1)([CH3:23])([CH3:25])[CH3:24], predict the reactants needed to synthesize it. The reactants are: B1(C)OC(C2C=CC=CC=2)(C2C=CC=CC=2)[C@H]2N1CCC2.[C:22]([Si:26]([CH3:52])([CH3:51])[O:27][C:28]1[CH:33]=[CH:32][C:31]([C:34]2[C:38]([C:39]3[CH:44]=[CH:43][CH:42]=[CH:41][CH:40]=3)=[C:37]([C:45]3([C:48](=[O:50])[CH3:49])[CH2:47][CH2:46]3)[O:36][N:35]=2)=[CH:30][CH:29]=1)([CH3:25])([CH3:24])[CH3:23].[Cl-].[NH4+].O. (4) Given the product [F:1][C:2]1[CH:3]=[CH:4][C:5]([CH2:8][CH2:9][C:10]2[CH:19]=[CH:18][C:13]([C:14]([O:16][CH3:17])=[O:15])=[CH:12][C:11]=2[C:20]([O:22][CH3:23])=[O:21])=[CH:6][CH:7]=1, predict the reactants needed to synthesize it. The reactants are: [F:1][C:2]1[CH:7]=[CH:6][C:5]([CH:8]=[CH:9][C:10]2[CH:19]=[CH:18][C:13]([C:14]([O:16][CH3:17])=[O:15])=[CH:12][C:11]=2[C:20]([O:22][CH3:23])=[O:21])=[CH:4][CH:3]=1. (5) Given the product [N+:17]([C:20]1[CH:25]=[CH:24][C:23]([NH:26][CH:27]2[CH2:28][CH2:29][CH:30]([O:33][CH2:34][C:35]([N:37]3[CH2:42][CH2:41][N:40]([CH2:2][C:3]4[O:4][C:5]5[CH:11]=[CH:10][C:9]([C:12]([F:15])([F:14])[F:13])=[CH:8][C:6]=5[N:7]=4)[CH2:39][CH2:38]3)=[O:36])[CH2:31][CH2:32]2)=[CH:22][C:21]=1[C:43]([F:46])([F:45])[F:44])([O-:19])=[O:18], predict the reactants needed to synthesize it. The reactants are: Cl[CH2:2][C:3]1[O:4][C:5]2[CH:11]=[CH:10][C:9]([C:12]([F:15])([F:14])[F:13])=[CH:8][C:6]=2[N:7]=1.Cl.[N+:17]([C:20]1[CH:25]=[CH:24][C:23]([NH:26][CH:27]2[CH2:32][CH2:31][CH:30]([O:33][CH2:34][C:35]([N:37]3[CH2:42][CH2:41][NH:40][CH2:39][CH2:38]3)=[O:36])[CH2:29][CH2:28]2)=[CH:22][C:21]=1[C:43]([F:46])([F:45])[F:44])([O-:19])=[O:18].C(=O)([O-])[O-].[K+].[K+].CN(C=O)C. (6) Given the product [CH3:25][C@H:21]1[O:22][C@@H:23]([CH3:24])[C@@H:15]2[C:6]3([CH2:5][C:4]4[C:17]([N:16]2[CH2:20]1)=[CH:18][CH:19]=[C:2]([NH:1][C:36]([NH:35][CH2:33][CH3:34])=[O:37])[CH:3]=4)[C:7](=[O:14])[NH:8][C:9](=[O:13])[NH:10][C:11]3=[O:12], predict the reactants needed to synthesize it. The reactants are: [NH2:1][C:2]1[CH:3]=[C:4]2[C:17](=[CH:18][CH:19]=1)[N:16]1[CH2:20][C@@H:21]([CH3:25])[O:22][C@@H:23]([CH3:24])[C@@H:15]1[C:6]1([C:11](=[O:12])[NH:10][C:9](=[O:13])[NH:8][C:7]1=[O:14])[CH2:5]2.C(N(CC)CC)C.[CH2:33]([N:35]=[C:36]=[O:37])[CH3:34].